This data is from Forward reaction prediction with 1.9M reactions from USPTO patents (1976-2016). The task is: Predict the product of the given reaction. (1) Given the reactants O.[O:2]=[C:3]([N:17]1[CH2:22][CH2:21][N:20]2[C:23]([C:26]([F:29])([F:28])[F:27])=[N:24][N:25]=[C:19]2[CH2:18]1)[CH2:4][C@H:5]([NH2:16])[CH2:6][C:7]1[CH:12]=[C:11]([F:13])[C:10]([F:14])=[CH:9][C:8]=1[F:15].[P:30](=[O:34])([OH:33])([OH:32])[OH:31], predict the reaction product. The product is: [P:30]([OH:34])([OH:33])([OH:32])=[O:31].[O:2]=[C:3]([N:17]1[CH2:22][CH2:21][N:20]2[C:23]([C:26]([F:29])([F:28])[F:27])=[N:24][N:25]=[C:19]2[CH2:18]1)[CH2:4][C@H:5]([NH2:16])[CH2:6][C:7]1[CH:12]=[C:11]([F:13])[C:10]([F:14])=[CH:9][C:8]=1[F:15]. (2) Given the reactants [NH2:1][C:2]12[CH2:9][CH2:8][C:5]([C:10](OCC)=[O:11])([CH2:6][CH2:7]1)[C:4](=[O:15])[CH2:3]2.[BH4-].[Na+], predict the reaction product. The product is: [NH2:1][C:2]12[CH2:7][CH2:6][C:5]([CH2:10][OH:11])([CH2:8][CH2:9]1)[CH:4]([OH:15])[CH2:3]2. (3) Given the reactants [CH3:1][O:2][C:3]1[CH:8]=[C:7]([C:9]2[N:13]([CH3:14])[CH:12]=[N:11][CH:10]=2)[CH:6]=[CH:5][C:4]=1[NH:15][CH:16]=O.CS(C1[N:23]=[CH:24][C:25]2[CH:31]=[CH:30][N:29]=[C:28]([NH:32][CH2:33][C:34]([CH3:37])([CH3:36])[CH3:35])[C:26]=2[N:27]=1)(=O)=O, predict the reaction product. The product is: [CH3:1][O:2][C:3]1[CH:8]=[C:7]([C:9]2[N:13]([CH3:14])[CH:12]=[N:11][CH:10]=2)[CH:6]=[CH:5][C:4]=1[NH:15][C:16]1[N:23]=[CH:24][C:25]2[CH:31]=[CH:30][N:29]=[C:28]([NH:32][CH2:33][C:34]([CH3:37])([CH3:36])[CH3:35])[C:26]=2[N:27]=1. (4) Given the reactants [S:1]1[C:9]2[C:4](=[N:5][CH:6]=[CH:7][C:8]=2[O:10][C:11]2[CH:12]=[C:13]3[C:18](=[CH:19][CH:20]=2)[C:17]([C:21](O)=[O:22])=[CH:16][CH:15]=[CH:14]3)[CH:3]=[CH:2]1.[N:24]1([CH2:30][CH2:31][CH2:32][NH2:33])[CH2:29][CH2:28][CH2:27][CH2:26][CH2:25]1, predict the reaction product. The product is: [N:24]1([CH2:30][CH2:31][CH2:32][NH:33][C:21]([C:17]2[C:18]3[C:13](=[CH:12][C:11]([O:10][C:8]4[CH:7]=[CH:6][N:5]=[C:4]5[CH:3]=[CH:2][S:1][C:9]=45)=[CH:20][CH:19]=3)[CH:14]=[CH:15][CH:16]=2)=[O:22])[CH2:29][CH2:28][CH2:27][CH2:26][CH2:25]1. (5) Given the reactants [C:1]([N:4]1[CH2:9][CH2:8][N:7]([C:10]2[CH:15]=[CH:14][C:13]([CH2:16][N:17]3[S:22](=[O:24])(=[O:23])[N:21](C(OC)=O)[CH2:20][CH2:19][CH:18]3[CH3:29])=[C:12]([F:30])[CH:11]=2)[CH2:6][CH2:5]1)(=[O:3])[CH3:2].[OH-].[Na+], predict the reaction product. The product is: [C:1]([N:4]1[CH2:9][CH2:8][N:7]([C:10]2[CH:15]=[CH:14][C:13]([CH2:16][N:17]3[CH:18]([CH3:29])[CH2:19][CH2:20][NH:21][S:22]3(=[O:24])=[O:23])=[C:12]([F:30])[CH:11]=2)[CH2:6][CH2:5]1)(=[O:3])[CH3:2]. (6) Given the reactants Br[C:2]1[C:3]([O:18][C:19]2[CH:24]=[CH:23][CH:22]=[CH:21][CH:20]=2)=[C:4]2[C:9](=[CH:10][CH:11]=1)[N:8]([C:12]([CH:14]1[CH2:16][CH2:15]1)=[O:13])[C@@H:7]([CH3:17])[CH2:6][CH2:5]2.[NH:25]1[CH:29]=[CH:28][CH:27]=[N:26]1.C(=O)([O-])[O-].[Cs+].[Cs+], predict the reaction product. The product is: [CH:14]1([C:12]([N:8]2[C:9]3[C:4](=[C:3]([O:18][C:19]4[CH:24]=[CH:23][CH:22]=[CH:21][CH:20]=4)[C:2]([N:25]4[CH:29]=[CH:28][CH:27]=[N:26]4)=[CH:11][CH:10]=3)[CH2:5][CH2:6][C@@H:7]2[CH3:17])=[O:13])[CH2:16][CH2:15]1. (7) Given the reactants [CH2:1]([N:8]([CH2:28][C:29]1[CH:34]=[CH:33][CH:32]=[CH:31][CH:30]=1)[C@H:9]1[CH2:18][C:17]2[C:12](=[CH:13][CH:14]=[CH:15][C:16]=2B2OC(C)(C)C(C)(C)O2)[O:11][CH2:10]1)[C:2]1[CH:7]=[CH:6][CH:5]=[CH:4][CH:3]=1.Br[C:36]1[CH:37]=[N:38][C:39]([CH:42]2[CH2:44][CH2:43]2)=[N:40][CH:41]=1, predict the reaction product. The product is: [CH2:28]([N:8]([CH2:1][C:2]1[CH:3]=[CH:4][CH:5]=[CH:6][CH:7]=1)[C@H:9]1[CH2:18][C:17]2[C:12](=[CH:13][CH:14]=[CH:15][C:16]=2[C:36]2[CH:37]=[N:38][C:39]([CH:42]3[CH2:44][CH2:43]3)=[N:40][CH:41]=2)[O:11][CH2:10]1)[C:29]1[CH:30]=[CH:31][CH:32]=[CH:33][CH:34]=1.